Dataset: Reaction yield outcomes from USPTO patents with 853,638 reactions. Task: Predict the reaction yield, written as a fraction of the theoretical maximum amount of product (1.0 means a 100% yield; for example, 0.34 means a 34% yield). (1) The reactants are [OH-].[Li+].C[O:4][C:5](=[O:20])[C@H:6]([CH3:19])[NH:7][C:8](=[O:18])[CH2:9][C:10]1[CH:15]=[C:14]([F:16])[CH:13]=[C:12]([F:17])[CH:11]=1. The catalyst is O.O1CCOCC1. The product is [F:16][C:14]1[CH:15]=[C:10]([CH2:9][C:8]([NH:7][C@H:6]([C:5]([OH:20])=[O:4])[CH3:19])=[O:18])[CH:11]=[C:12]([F:17])[CH:13]=1. The yield is 0.970. (2) The reactants are [Br:1][C:2]1[CH:3]=[C:4]([CH:7]=O)[NH:5][CH:6]=1.Br[CH2:10]/[CH:11]=[CH:12]/[C:13]([O:15][CH2:16][CH3:17])=[O:14].C(=O)([O-])[O-].[K+].[K+]. The catalyst is CN(C=O)C. The product is [Br:1][C:2]1[CH:3]=[C:4]2[N:5]([CH:6]=1)[CH:10]=[CH:11][C:12]([C:13]([O:15][CH2:16][CH3:17])=[O:14])=[CH:7]2. The yield is 0.230. (3) The reactants are [N:1]1([CH2:6][C:7]([NH:9][C@H:10]([C:25]([NH:27][C:28]2[CH:33]=[CH:32][C:31]([O:34][C:35]3[CH:40]=[CH:39][C:38]([F:41])=[CH:37][CH:36]=3)=[CH:30][CH:29]=2)=[O:26])[CH2:11][CH2:12][CH2:13][NH:14]C(=O)OCC2C=CC=CC=2)=[O:8])[CH:5]=[N:4][CH:3]=[N:2]1. The catalyst is [Pd].CO. The product is [N:1]1([CH2:6][C:7]([NH:9][C@@H:10]([CH2:11][CH2:12][CH2:13][NH2:14])[C:25]([NH:27][C:28]2[CH:29]=[CH:30][C:31]([O:34][C:35]3[CH:40]=[CH:39][C:38]([F:41])=[CH:37][CH:36]=3)=[CH:32][CH:33]=2)=[O:26])=[O:8])[CH:5]=[N:4][CH:3]=[N:2]1. The yield is 0.790. (4) The catalyst is C1COCC1.O. The reactants are [CH3:1][C:2]([S:9]([CH3:12])(=[O:11])=[O:10])([CH3:8])[C:3]([O:5]CC)=[O:4].[Li+].[OH-]. The yield is 0.910. The product is [CH3:1][C:2]([S:9]([CH3:12])(=[O:11])=[O:10])([CH3:8])[C:3]([OH:5])=[O:4]. (5) The reactants are N[S:2]([C:5]1[CH:6]=[C:7]2[C:11](=[CH:12][CH:13]=1)[NH:10][C:9](=[O:14])[CH2:8]2)(=[O:4])=[O:3].[CH3:15][NH:16][CH3:17]. The catalyst is CO. The product is [CH3:15][N:16]([CH3:17])[S:2]([C:5]1[CH:6]=[C:7]2[C:11](=[CH:12][CH:13]=1)[NH:10][C:9](=[O:14])[CH2:8]2)(=[O:3])=[O:4]. The yield is 0.790. (6) The reactants are [Cl:1][C:2]1[N:7]=[C:6]([NH:8][C:9]2[CH:10]=[C:11]([CH2:16][OH:17])[CH:12]=[CH:13][C:14]=2[CH3:15])[CH:5]=[CH:4][N:3]=1.[Si:18](Cl)([C:21]([CH3:24])([CH3:23])[CH3:22])([CH3:20])[CH3:19].N1C=CN=C1. The catalyst is CN(C=O)C. The product is [Cl:1][C:2]1[N:7]=[C:6]([NH:8][C:9]2[CH:10]=[C:11]([CH2:16][O:17][Si:18]([CH3:20])([CH3:19])[C:21]([CH3:24])([CH3:23])[CH3:22])[CH:12]=[CH:13][C:14]=2[CH3:15])[CH:5]=[CH:4][N:3]=1. The yield is 0.660. (7) The reactants are [Cl:1][C:2]1[CH:3]=[C:4]([C:22]2[CH:27]=[CH:26][C:25]([C:28]([OH:30])=O)=[CH:24][CH:23]=2)[CH:5]=[C:6]([Cl:21])[C:7]=1[CH2:8][C@@H:9]1[CH2:13][CH2:12][N:11]([N:14]2[CH2:19][CH2:18][CH2:17][CH2:16][CH2:15]2)[C:10]1=[O:20].C(N1C=CN=C1)(N1C=CN=C1)=O.Cl.[F:44][C:45]([F:53])([F:52])[CH:46]1[CH2:51][CH2:50][NH:49][CH2:48][CH2:47]1.C(N(C(C)C)CC)(C)C. The catalyst is C(Cl)Cl. The product is [Cl:1][C:2]1[CH:3]=[C:4]([C:22]2[CH:23]=[CH:24][C:25]([C:28]([N:49]3[CH2:50][CH2:51][CH:46]([C:45]([F:53])([F:52])[F:44])[CH2:47][CH2:48]3)=[O:30])=[CH:26][CH:27]=2)[CH:5]=[C:6]([Cl:21])[C:7]=1[CH2:8][C@@H:9]1[CH2:13][CH2:12][N:11]([N:14]2[CH2:15][CH2:16][CH2:17][CH2:18][CH2:19]2)[C:10]1=[O:20]. The yield is 0.550. (8) The reactants are [O:1]1[CH2:6][CH2:5][O:4][C:3]2[CH:7]=[C:8]([NH:11][S:12]([C:15]3[CH:20]=[CH:19][C:18](I)=[CH:17][CH:16]=3)(=[O:14])=[O:13])[CH:9]=[CH:10][C:2]1=2.[F:22][C:23]1[CH:37]=[CH:36][C:26]([CH2:27][O:28][CH2:29][C:30]([NH:32][CH2:33][C:34]#[CH:35])=[O:31])=[CH:25][CH:24]=1.C(N(CC)CC)C. The catalyst is C(#N)C.Cl[Pd](Cl)([P](C1C=CC=CC=1)(C1C=CC=CC=1)C1C=CC=CC=1)[P](C1C=CC=CC=1)(C1C=CC=CC=1)C1C=CC=CC=1.[Cu]I. The product is [O:1]1[CH2:6][CH2:5][O:4][C:3]2[CH:7]=[C:8]([NH:11][S:12]([C:15]3[CH:20]=[CH:19][C:18]([C:35]#[C:34][CH2:33][NH:32][C:30](=[O:31])[CH2:29][O:28][CH2:27][C:26]4[CH:25]=[CH:24][C:23]([F:22])=[CH:37][CH:36]=4)=[CH:17][CH:16]=3)(=[O:14])=[O:13])[CH:9]=[CH:10][C:2]1=2. The yield is 0.790. (9) The product is [C:8]([C:7]1[CH:10]=[CH:11][C:4]([C:1](=[O:3])[CH:2]=[CH:15][C:16]2[CH:21]=[CH:20][CH:19]=[CH:18][CH:17]=2)=[CH:5][CH:6]=1)#[N:9]. The catalyst is C(O)C. The yield is 0.910. The reactants are [C:1]([C:4]1[CH:11]=[CH:10][C:7]([C:8]#[N:9])=[CH:6][CH:5]=1)(=[O:3])[CH3:2].[OH-].[Na+].O.[CH:15](=O)[C:16]1[CH:21]=[CH:20][CH:19]=[CH:18][CH:17]=1. (10) The reactants are [C:1]([OH:9])(=[O:8])/[C:2](=[C:4](\[CH:6]=O)/[Cl:5])/[Cl:3].[CH3:10][O:11][C:12]([O:16][Si](C)(C)C)=[C:13]([CH3:15])[CH3:14]. The catalyst is C1(C)C=CC=CC=1.[Cl-].[Cl-].[Zn+2]. The product is [Cl:3][C:2]1([C:4]([Cl:5])=[CH:6][C:13]([CH3:15])([C:12]([O:11][CH3:10])=[O:16])[CH3:14])[O:9][C:1]1=[O:8]. The yield is 0.800.